From a dataset of Forward reaction prediction with 1.9M reactions from USPTO patents (1976-2016). Predict the product of the given reaction. (1) Given the reactants C([N-]C(C)C)(C)C.[Li+].[CH3:9][O:10][C:11]1[CH:12]=[CH:13][C:14]([C:21]2[CH:26]=[CH:25][CH:24]=[C:23]([C:27]([F:30])([F:29])[F:28])[CH:22]=2)=[C:15]2[C:19]=1[C:18](=[O:20])[CH2:17][CH2:16]2.C([C:33]([O:35][CH3:36])=[O:34])#N, predict the reaction product. The product is: [CH3:9][O:10][C:11]1[CH:12]=[CH:13][C:14]([C:21]2[CH:26]=[CH:25][CH:24]=[C:23]([C:27]([F:28])([F:29])[F:30])[CH:22]=2)=[C:15]2[C:19]=1[C:18](=[O:20])[CH:17]([C:33]([O:35][CH3:36])=[O:34])[CH2:16]2. (2) Given the reactants [Cl:1][C:2]1[C:3]2[C:4]3[C:14](=[O:15])[N:13]([C:16]4[CH:24]=[C:23]5[C:19]([CH:20]=[CH:21][N:22]5[CH2:25][C:26]([O:28]C(C)(C)C)=[O:27])=[CH:18][CH:17]=4)[CH2:12][C:5]=3[N:6]([CH3:11])[C:7]=2[CH:8]=[CH:9][CH:10]=1.C(O)(C(F)(F)F)=O, predict the reaction product. The product is: [Cl:1][C:2]1[C:3]2[C:4]3[C:14](=[O:15])[N:13]([C:16]4[CH:24]=[C:23]5[C:19]([CH:20]=[CH:21][N:22]5[CH2:25][C:26]([OH:28])=[O:27])=[CH:18][CH:17]=4)[CH2:12][C:5]=3[N:6]([CH3:11])[C:7]=2[CH:8]=[CH:9][CH:10]=1. (3) Given the reactants [F:1][C:2]1[CH:11]=[C:10]2[C:5]([CH2:6][CH2:7][C:8](=[O:13])[N:9]2[CH3:12])=[CH:4][C:3]=1B1OC(C)(C)C(C)(C)O1.Br[C:24]1[CH:25]=[C:26]([CH2:30][NH:31][C:32](=[O:35])[CH2:33][CH3:34])[CH:27]=[N:28][CH:29]=1.C([O-])([O-])=O.[Na+].[Na+].C([O-])(O)=O.[Na+], predict the reaction product. The product is: [F:1][C:2]1[CH:11]=[C:10]2[C:5]([CH2:6][CH2:7][C:8](=[O:13])[N:9]2[CH3:12])=[CH:4][C:3]=1[C:24]1[CH:25]=[C:26]([CH2:30][NH:31][C:32](=[O:35])[CH2:33][CH3:34])[CH:27]=[N:28][CH:29]=1. (4) Given the reactants [C:1]([O:5][C:6](=[O:20])[NH:7][CH2:8][CH2:9][N:10]1[C:18]2[C:17](Cl)=[N:16][CH:15]=[N:14][C:13]=2[CH:12]=[CH:11]1)([CH3:4])([CH3:3])[CH3:2].[Cl:21][C:22]1[CH:23]=[C:24]([CH:26]=[CH:27][C:28]=1[O:29][C:30]1[CH:35]=[CH:34][CH:33]=[C:32]([S:36]([CH2:39][CH:40]2[CH2:42][CH2:41]2)(=[O:38])=[O:37])[CH:31]=1)[NH2:25].C(=O)(O)[O-].[Na+], predict the reaction product. The product is: [C:1]([O:5][C:6](=[O:20])[NH:7][CH2:8][CH2:9][N:10]1[C:18]2[C:17]([NH:25][C:24]3[CH:26]=[CH:27][C:28]([O:29][C:30]4[CH:35]=[CH:34][CH:33]=[C:32]([S:36]([CH2:39][CH:40]5[CH2:42][CH2:41]5)(=[O:38])=[O:37])[CH:31]=4)=[C:22]([Cl:21])[CH:23]=3)=[N:16][CH:15]=[N:14][C:13]=2[CH:12]=[CH:11]1)([CH3:4])([CH3:3])[CH3:2]. (5) Given the reactants C([NH:4][C:5]1[CH:15]=[CH:14][C:13]([O:16][CH2:17][CH3:18])=[CH:12][C:6]=1[C:7]([O:9][CH2:10][CH3:11])=[O:8])(=O)C, predict the reaction product. The product is: [NH2:4][C:5]1[CH:15]=[CH:14][C:13]([O:16][CH2:17][CH3:18])=[CH:12][C:6]=1[C:7]([O:9][CH2:10][CH3:11])=[O:8].